This data is from Full USPTO retrosynthesis dataset with 1.9M reactions from patents (1976-2016). The task is: Predict the reactants needed to synthesize the given product. (1) Given the product [NH2:34][C:33]1[C:24]([C:22]([NH:21][C:16]2[CH:17]=[N:18][CH:19]=[CH:20][C:15]=2[N:11]2[CH2:12][CH2:13][CH2:14][C@H:9]([NH2:8])[CH2:10]2)=[O:23])=[N:25][C:26]2[C:31]([CH:32]=1)=[CH:30][CH:29]=[C:28]([CH2:45][N:47]1[CH2:52][CH2:51][O:50][CH2:49][CH2:48]1)[CH:27]=2, predict the reactants needed to synthesize it. The reactants are: C(OC([NH:8][C@H:9]1[CH2:14][CH2:13][CH2:12][N:11]([C:15]2[CH:20]=[CH:19][N:18]=[CH:17][C:16]=2[NH:21][C:22]([C:24]2[C:33]([NH:34]C(=O)OCC3C=CC=CC=3)=[CH:32][C:31]3[C:26](=[CH:27][C:28]([CH:45]=O)=[CH:29][CH:30]=3)[N:25]=2)=[O:23])[CH2:10]1)=O)(C)(C)C.[NH:47]1[CH2:52][CH2:51][O:50][CH2:49][CH2:48]1. (2) Given the product [Cl:22][C:16]1[CH:17]=[C:18]([Cl:21])[CH:19]=[CH:20][C:15]=1[C:13]1[N:14]=[C:10](/[CH:9]=[CH:8]/[C:5]2[CH:6]=[CH:7][C:2]([C:29]3[CH:28]=[CH:27][C:26]([O:25][C:24]([F:23])([F:35])[F:36])=[CH:31][CH:30]=3)=[CH:3][CH:4]=2)[NH:11][CH:12]=1, predict the reactants needed to synthesize it. The reactants are: Br[C:2]1[CH:7]=[CH:6][C:5](/[CH:8]=[CH:9]/[C:10]2[NH:11][CH:12]=[C:13]([C:15]3[CH:20]=[CH:19][C:18]([Cl:21])=[CH:17][C:16]=3[Cl:22])[N:14]=2)=[CH:4][CH:3]=1.[F:23][C:24]([F:36])([F:35])[O:25][C:26]1[CH:31]=[CH:30][C:29](B(O)O)=[CH:28][CH:27]=1. (3) The reactants are: C(NCCO)(=[O:3])C.[H-].[Na+].F[C:11]1[CH:20]=[CH:19][CH:18]=[C:17]2[C:12]=1[C:13]([NH:21][C:22]1[CH:27]=[CH:26][C:25]([O:28][CH2:29][C:30]3[CH:35]=[CH:34][CH:33]=[CH:32][N:31]=3)=[C:24]([CH3:36])[CH:23]=1)=[N:14][CH:15]=[N:16]2.[Cl-].[NH4+]. Given the product [CH3:36][C:24]1[CH:23]=[C:22]([NH:21][C:13]2[C:12]3[C:11]([OH:3])=[CH:20][CH:19]=[CH:18][C:17]=3[N:16]=[CH:15][N:14]=2)[CH:27]=[CH:26][C:25]=1[O:28][CH2:29][C:30]1[CH:35]=[CH:34][CH:33]=[CH:32][N:31]=1, predict the reactants needed to synthesize it. (4) Given the product [F:1][C:2]1[CH:26]=[CH:25][CH:24]=[CH:23][C:3]=1[O:4][CH2:5][C:6]1([CH2:19][OH:20])[CH2:11][CH2:10][N:9]([C:12]([O:14][C:15]([CH3:16])([CH3:17])[CH3:18])=[O:13])[CH2:8][CH2:7]1, predict the reactants needed to synthesize it. The reactants are: [F:1][C:2]1[CH:26]=[CH:25][CH:24]=[CH:23][C:3]=1[O:4][CH2:5][C:6]1([C:19](OC)=[O:20])[CH2:11][CH2:10][N:9]([C:12]([O:14][C:15]([CH3:18])([CH3:17])[CH3:16])=[O:13])[CH2:8][CH2:7]1.[BH4-].[Li+]. (5) Given the product [CH3:21][N:22]1[CH:19]([C:14]2[CH:15]=[CH:16][CH:17]=[CH:18][N:13]=2)[CH:8]([C:9]([O:11][CH3:12])=[O:10])[C:6](=[O:7])[CH:5]([C:3]([O:2][CH3:1])=[O:4])[CH:19]1[C:14]1[CH:15]=[CH:16][CH:17]=[CH:18][N:13]=1, predict the reactants needed to synthesize it. The reactants are: [CH3:1][O:2][C:3]([CH2:5][C:6]([CH2:8][C:9]([O:11][CH3:12])=[O:10])=[O:7])=[O:4].[N:13]1[CH:18]=[CH:17][CH:16]=[CH:15][C:14]=1[CH:19]=O.[CH3:21][NH2:22]. (6) The reactants are: [NH2:1][C:2]1[CH:7]=[CH:6][C:5]([F:8])=[CH:4][C:3]=1[C:9]1[C:10](=[O:15])[CH2:11][CH2:12][C:13]=1[CH3:14].N1C=CC=CC=1.[C:22]1([CH3:32])[CH:27]=[CH:26][C:25]([S:28](Cl)(=[O:30])=[O:29])=[CH:24][CH:23]=1. Given the product [C:22]1([CH3:32])[CH:27]=[CH:26][C:25]([S:28]([NH:1][C:2]2[CH:7]=[CH:6][C:5]([F:8])=[CH:4][C:3]=2[C:9]2[C:10](=[O:15])[CH2:11][CH2:12][C:13]=2[CH3:14])(=[O:30])=[O:29])=[CH:24][CH:23]=1, predict the reactants needed to synthesize it. (7) Given the product [CH3:1][O:2][C:3](=[O:24])[CH2:4][C:5]1[CH:10]=[CH:9][CH:8]=[C:7]([O:11][C:12]2[CH:17]=[CH:16][C:15]([C:18]([F:20])([F:19])[F:21])=[CH:14][C:13]=2[CH2:22][NH:25][C@H:26]2[C:34]3[C:29](=[CH:30][CH:31]=[CH:32][CH:33]=3)[CH2:28][CH2:27]2)[CH:6]=1, predict the reactants needed to synthesize it. The reactants are: [CH3:1][O:2][C:3](=[O:24])[CH2:4][C:5]1[CH:10]=[CH:9][CH:8]=[C:7]([O:11][C:12]2[CH:17]=[CH:16][C:15]([C:18]([F:21])([F:20])[F:19])=[CH:14][C:13]=2[CH:22]=O)[CH:6]=1.[NH2:25][C@H:26]1[C:34]2[C:29](=[CH:30][CH:31]=[CH:32][CH:33]=2)[CH2:28][CH2:27]1. (8) Given the product [CH3:19][C@@H:15]1[N:14]2[C:10]3[C:9]4[C:4](=[CH:5][CH:6]=[C:7]([O:20][CH2:28][C:29]([N:31]5[CH2:36][CH2:35][O:34][CH2:33][CH2:32]5)=[O:30])[CH:8]=4)[N:3]=[C:2]([NH2:1])[C:11]=3[N:12]=[C:13]2[CH2:18][O:17][CH2:16]1, predict the reactants needed to synthesize it. The reactants are: [NH2:1][C:2]1[C:11]2[N:12]=[C:13]3[CH2:18][O:17][CH2:16][C@H:15]([CH3:19])[N:14]3[C:10]=2[C:9]2[C:4](=[CH:5][CH:6]=[C:7]([OH:20])[CH:8]=2)[N:3]=1.C(=O)([O-])[O-].[Cs+].[Cs+].Br[CH2:28][C:29]([N:31]1[CH2:36][CH2:35][O:34][CH2:33][CH2:32]1)=[O:30].O.